Dataset: Catalyst prediction with 721,799 reactions and 888 catalyst types from USPTO. Task: Predict which catalyst facilitates the given reaction. (1) Reactant: [F:1][C:2]([F:13])([F:12])[C:3]1[CH:4]=[C:5]([CH:9]=[CH:10][CH:11]=1)[C:6](Cl)=[O:7].CCN(CC)CC.[CH:21]([NH2:24])([CH3:23])[CH3:22]. Product: [F:1][C:2]([F:13])([F:12])[C:3]1[CH:4]=[C:5]([CH:9]=[CH:10][CH:11]=1)[C:6]([NH:24][CH:21]([CH3:23])[CH3:22])=[O:7]. The catalyst class is: 28. (2) Product: [C:35]([O:34][C:30](=[O:33])/[CH:31]=[CH:32]/[C:13]1[CH:12]=[CH:11][C:10]([N:16]2[CH2:17][C:18](=[O:29])[N:19]([CH2:23][CH2:24][Si:25]([CH3:28])([CH3:27])[CH3:26])[S:20]2(=[O:22])=[O:21])=[C:9]([O:8][CH2:1][C:2]2[CH:7]=[CH:6][CH:5]=[CH:4][CH:3]=2)[CH:14]=1)([CH3:38])([CH3:37])[CH3:36]. The catalyst class is: 10. Reactant: [CH2:1]([O:8][C:9]1[CH:14]=[C:13](I)[CH:12]=[CH:11][C:10]=1[N:16]1[S:20](=[O:22])(=[O:21])[N:19]([CH2:23][CH2:24][Si:25]([CH3:28])([CH3:27])[CH3:26])[C:18](=[O:29])[CH2:17]1)[C:2]1[CH:7]=[CH:6][CH:5]=[CH:4][CH:3]=1.[C:30]([O:34][C:35]([CH3:38])([CH3:37])[CH3:36])(=[O:33])[CH:31]=[CH2:32].C(N(CC)CC)C.